This data is from Full USPTO retrosynthesis dataset with 1.9M reactions from patents (1976-2016). The task is: Predict the reactants needed to synthesize the given product. (1) The reactants are: Br[C:2]1[S:6][C:5]([C:7]([N:9]([CH2:11][CH2:12][C:13]2[CH:18]=[CH:17][CH:16]=[C:15]([O:19][CH3:20])[CH:14]=2)[CH3:10])=[O:8])=[CH:4][CH:3]=1.[F:21][C:22]1[CH:23]=[C:24](B(O)O)[CH:25]=[CH:26][CH:27]=1. Given the product [F:21][C:22]1[CH:27]=[C:26]([C:2]2[S:6][C:5]([C:7]([N:9]([CH2:11][CH2:12][C:13]3[CH:18]=[CH:17][CH:16]=[C:15]([O:19][CH3:20])[CH:14]=3)[CH3:10])=[O:8])=[CH:4][CH:3]=2)[CH:25]=[CH:24][CH:23]=1, predict the reactants needed to synthesize it. (2) Given the product [CH2:73]([O:80][C:54](=[O:63])[NH:51][CH:8]1[CH2:25][N:12]2[CH2:13][CH2:14][C:15]3[C:20]([CH:11]2[CH2:10][CH:9]1[N:26]([CH2:34][C:35]1[CH:36]=[CH:37][CH:38]=[CH:39][CH:40]=1)[C:27]([O:29][C:30]([CH3:33])([CH3:32])[CH3:31])=[O:28])=[CH:19][C:18]([O:21][CH3:22])=[C:17]([O:23][CH3:24])[CH:16]=3)[C:74]1[CH:79]=[CH:78][CH:77]=[CH:76][CH:75]=1, predict the reactants needed to synthesize it. The reactants are: [OH-].[K+].C(OC([CH:8]1[CH2:25][N:12]2[CH2:13][CH2:14][C:15]3[C:20]([CH:11]2[CH2:10][CH:9]1[N:26]([CH2:34][C:35]1[CH:40]=[CH:39][CH:38]=[CH:37][CH:36]=1)[C:27]([O:29][C:30]([CH3:33])([CH3:32])[CH3:31])=[O:28])=[CH:19][C:18]([O:21][CH3:22])=[C:17]([O:23][CH3:24])[CH:16]=3)=O)C.P([O-])([O-])([O-])=O.[K+].[K+].[K+].C([N:51]([CH2:54]C)CC)C.C1(P(N=[N+]=[N-])(C2C=CC=CC=2)=[O:63])C=CC=CC=1.[CH2:73]([OH:80])[C:74]1[CH:79]=[CH:78][CH:77]=[CH:76][CH:75]=1. (3) Given the product [N:1]1([CH2:6][C@H:8]2[CH2:12][CH2:11][CH2:10][NH:9]2)[CH2:5][CH2:4][CH2:3][CH2:2]1, predict the reactants needed to synthesize it. The reactants are: [N:1]1([C:6]([C@H:8]2[CH2:12][CH2:11][CH2:10][NH:9]2)=O)[CH2:5][CH2:4][CH2:3][CH2:2]1.[H]1[BH2][H][BH2]1.Cl. (4) Given the product [CH3:1][O:2][C:3]([C:5]1[CH:10]=[CH:9][C:8]([C:19]2[CH:18]=[CH:17][CH:16]=[C:15]([CH:12]([CH3:14])[CH3:13])[CH:20]=2)=[CH:7][N:6]=1)=[O:4], predict the reactants needed to synthesize it. The reactants are: [CH3:1][O:2][C:3]([C:5]1[CH:10]=[CH:9][C:8](Br)=[CH:7][N:6]=1)=[O:4].[CH:12]([C:15]1[CH:16]=[C:17](B(O)O)[CH:18]=[CH:19][CH:20]=1)([CH3:14])[CH3:13].[F-].[Cs+]. (5) The reactants are: CS(C)=O.C(Cl)(=O)C(Cl)=O.[CH2:11]([O:18][C:19]1[CH:24]=[CH:23][C:22]([C@@H:25]2[CH2:30][CH2:29][N:28]([C:31]([O:33][C:34]([CH3:37])([CH3:36])[CH3:35])=[O:32])[CH2:27][C@H:26]2[OH:38])=[CH:21][CH:20]=1)[C:12]1[CH:17]=[CH:16][CH:15]=[CH:14][CH:13]=1.C(N(CC)CC)C. Given the product [CH2:11]([O:18][C:19]1[CH:24]=[CH:23][C:22]([CH:25]2[CH2:30][CH2:29][N:28]([C:31]([O:33][C:34]([CH3:36])([CH3:35])[CH3:37])=[O:32])[CH2:27][C:26]2=[O:38])=[CH:21][CH:20]=1)[C:12]1[CH:13]=[CH:14][CH:15]=[CH:16][CH:17]=1, predict the reactants needed to synthesize it. (6) Given the product [CH3:1][O:2][C:3]([CH3:34])([CH3:35])[C:4]#[C:5][C:6]1[S:10][C:9]([C:11]([OH:13])=[O:12])=[C:8]([N:15]([C:25]([C@H:27]2[CH2:32][CH2:31][C@H:30]([CH3:33])[CH2:29][CH2:28]2)=[O:26])[CH2:16][C:17]([N:19]2[CH2:24][CH2:23][O:22][CH2:21][CH2:20]2)=[O:18])[CH:7]=1, predict the reactants needed to synthesize it. The reactants are: [CH3:1][O:2][C:3]([CH3:35])([CH3:34])[C:4]#[C:5][C:6]1[S:10][C:9]([C:11]([O:13]C)=[O:12])=[C:8]([N:15]([C:25]([C@H:27]2[CH2:32][CH2:31][C@H:30]([CH3:33])[CH2:29][CH2:28]2)=[O:26])[CH2:16][C:17]([N:19]2[CH2:24][CH2:23][O:22][CH2:21][CH2:20]2)=[O:18])[CH:7]=1.O[Li].O.Cl.